The task is: Predict the reaction yield, written as a fraction of the theoretical maximum amount of product (1.0 means a 100% yield; for example, 0.34 means a 34% yield).. This data is from Reaction yield outcomes from USPTO patents with 853,638 reactions. (1) The reactants are [Si]([O:8][C@H:9]1[C@@H:13]([O:14][Si](C(C)(C)C)(C)C)[C@H:12]([N:22]2[CH:27]=[CH:26][C:25](=[O:28])[N:24]([CH2:29][C:30]3[CH:35]=[CH:34][C:33]([O:36][CH3:37])=[CH:32][CH:31]=3)[C:23]2=[O:38])[O:11][CH:10]1[C@H:39]([OH:71])[C@@H:40]([C:64]([O:66][C:67]([CH3:70])([CH3:69])[CH3:68])=[O:65])[NH:41][CH2:42][CH2:43][CH2:44][NH:45][C:46](=[O:63])[C@H:47]([CH2:59][CH:60]([CH3:62])[CH3:61])[NH:48][C:49](=[O:58])[O:50][CH2:51][C:52]1[CH:57]=[CH:56][CH:55]=[CH:54][CH:53]=1)(C(C)(C)C)(C)C.[F-].C([N+](CCCC)(CCCC)CCCC)CCC. The catalyst is O1CCCC1. The product is [OH:8][C@H:9]1[C@@H:13]([OH:14])[C@H:12]([N:22]2[CH:27]=[CH:26][C:25](=[O:28])[N:24]([CH2:29][C:30]3[CH:31]=[CH:32][C:33]([O:36][CH3:37])=[CH:34][CH:35]=3)[C:23]2=[O:38])[O:11][CH:10]1[C@H:39]([OH:71])[C@@H:40]([C:64]([O:66][C:67]([CH3:68])([CH3:70])[CH3:69])=[O:65])[NH:41][CH2:42][CH2:43][CH2:44][NH:45][C:46](=[O:63])[C@H:47]([CH2:59][CH:60]([CH3:61])[CH3:62])[NH:48][C:49](=[O:58])[O:50][CH2:51][C:52]1[CH:53]=[CH:54][CH:55]=[CH:56][CH:57]=1. The yield is 0.710. (2) The reactants are [N:1]1[CH:6]=[CH:5][CH:4]=[C:3]([CH:7]([NH:16][C:17]2[CH:18]=[N:19][CH:20]=[CH:21][CH:22]=2)[C:8]2[CH:15]=[CH:14][C:11]([C:12]#[N:13])=[CH:10][CH:9]=2)[CH:2]=1.[Cl:23][C:24]1[CH:29]=[CH:28][CH:27]=[C:26](Cl)[N:25]=1.P([O-])([O-])([O-])=O.[K+].[K+].[K+]. The catalyst is O1CCOCC1.[Pd].C(P(C(C)(C)C)C(C)(C)C)(C)(C)C.C(P(C(C)(C)C)C(C)(C)C)(C)(C)C. The product is [Cl:23][C:24]1[N:25]=[C:26]([N:16]([CH:7]([C:3]2[CH:2]=[N:1][CH:6]=[CH:5][CH:4]=2)[C:8]2[CH:9]=[CH:10][C:11]([C:12]#[N:13])=[CH:14][CH:15]=2)[C:17]2[CH:18]=[N:19][CH:20]=[CH:21][CH:22]=2)[CH:27]=[CH:28][CH:29]=1. The yield is 0.480. (3) The reactants are O.[OH-].[Li+].C[O:5][C:6]([C:8]1[O:9][C:10]([O:13][CH3:14])=[CH:11][N:12]=1)=[O:7].O.Cl.C(O)C. The catalyst is O1CCCC1.CO. The product is [CH3:14][O:13][C:10]1[O:9][C:8]([C:6]([OH:7])=[O:5])=[N:12][CH:11]=1. The yield is 0.110.